Dataset: Full USPTO retrosynthesis dataset with 1.9M reactions from patents (1976-2016). Task: Predict the reactants needed to synthesize the given product. (1) The reactants are: C([N:4]([C:31]1[S:32][CH:33]=[CH:34][N:35]=1)[S:5]([C:8]1[CH:9]=[N:10][C:11]([N:14]2[CH2:18][CH2:17][C@H:16]([N:19]3[C:28]4[C:23](=[CH:24][C:25]([Cl:29])=[CH:26][CH:27]=4)[CH2:22][CH2:21][CH2:20]3)[C:15]2=[O:30])=[CH:12][CH:13]=1)(=[O:7])=[O:6])C=C.CN1C(=O)CC(=O)N(C)C1=O. Given the product [Cl:29][C:25]1[CH:24]=[C:23]2[C:28](=[CH:27][CH:26]=1)[N:19]([C@H:16]1[CH2:17][CH2:18][N:14]([C:11]3[N:10]=[CH:9][C:8]([S:5]([NH:4][C:31]4[S:32][CH:33]=[CH:34][N:35]=4)(=[O:6])=[O:7])=[CH:13][CH:12]=3)[C:15]1=[O:30])[CH2:20][CH2:21][CH2:22]2, predict the reactants needed to synthesize it. (2) Given the product [Br:27][C:28]1[CH:29]=[C:30]([CH:31]=[C:32]([N+:34]([O-:36])=[O:35])[CH:33]=1)[O:37][C:2]1[N:3]=[C:4]([NH:13][C:14]2[CH:19]=[CH:18][C:17]([N:20]3[CH2:25][CH2:24][N:23]([CH3:26])[CH2:22][CH2:21]3)=[CH:16][CH:15]=2)[C:5]([C:10]([NH2:12])=[O:11])=[N:6][C:7]=1[CH2:8][CH3:9], predict the reactants needed to synthesize it. The reactants are: Cl[C:2]1[N:3]=[C:4]([NH:13][C:14]2[CH:19]=[CH:18][C:17]([N:20]3[CH2:25][CH2:24][N:23]([CH3:26])[CH2:22][CH2:21]3)=[CH:16][CH:15]=2)[C:5]([C:10]([NH2:12])=[O:11])=[N:6][C:7]=1[CH2:8][CH3:9].[Br:27][C:28]1[CH:29]=[C:30]([OH:37])[CH:31]=[C:32]([N+:34]([O-:36])=[O:35])[CH:33]=1.C(=O)([O-])[O-].[K+].[K+].CN1CCCC1=O. (3) The reactants are: [CH2:1]([O:3][C:4](=[O:21])[CH2:5][C:6]1[C:7]2[CH:14]=[CH:13][C:12]([O:15][CH3:16])=[C:11]([S:17](Cl)(=[O:19])=[O:18])[C:8]=2[S:9][CH:10]=1)[CH3:2].[F:22][C:23]([F:37])([F:36])[C:24]1[CH:25]=[CH:26][C:27]([N:30]2[CH2:35][CH2:34][NH:33][CH2:32][CH2:31]2)=[N:28][CH:29]=1.C(N(CC)CC)C. Given the product [CH2:1]([O:3][C:4](=[O:21])[CH2:5][C:6]1[C:7]2[CH:14]=[CH:13][C:12]([O:15][CH3:16])=[C:11]([S:17]([N:33]3[CH2:34][CH2:35][N:30]([C:27]4[CH:26]=[CH:25][C:24]([C:23]([F:37])([F:22])[F:36])=[CH:29][N:28]=4)[CH2:31][CH2:32]3)(=[O:19])=[O:18])[C:8]=2[S:9][CH:10]=1)[CH3:2], predict the reactants needed to synthesize it. (4) Given the product [ClH:31].[NH2:48][C@@H:44]1[CH2:45][CH2:46][CH2:47][N:42]([C:40]2[C:39]([Cl:56])=[CH:38][N:37]=[C:36]3[NH:35][CH:34]=[C:33]([NH:32][C:13](=[O:14])[C@H:12]([O:11][CH3:10])[CH3:16])[C:41]=23)[CH2:43]1, predict the reactants needed to synthesize it. The reactants are: CCN(C(C)C)C(C)C.[CH3:10][O:11][C@H:12]([CH3:16])[C:13](O)=[O:14].C1N(P([Cl:31])(N2C(=O)OCC2)=O)C(=O)OC1.[NH2:32][C:33]1[C:41]2[C:36](=[N:37][CH:38]=[C:39]([Cl:56])[C:40]=2[N:42]2[CH2:47][CH2:46][CH2:45][C@@H:44]([NH:48]C(=O)OC(C)(C)C)[CH2:43]2)[NH:35][CH:34]=1.[Li+].[OH-]. (5) Given the product [CH3:13][N:14]([CH2:5][C:4]1[CH:7]=[CH:8][C:9]([N+:10]([O-:12])=[O:11])=[C:2]([OH:1])[CH:3]=1)[CH3:15], predict the reactants needed to synthesize it. The reactants are: [OH:1][C:2]1[CH:3]=[C:4]([CH:7]=[CH:8][C:9]=1[N+:10]([O-:12])=[O:11])[CH:5]=O.[CH3:13][NH:14][CH3:15]. (6) The reactants are: [Cl:1][C:2]1[CH:3]=[C:4]([N:9]2[C:13]([C:14]3[CH:15]=[CH:16][C:17]4[N:18]([N:20]=[CH:21][N:22]=4)[CH:19]=3)=[C:12]([CH3:23])[NH:11][C:10]2=[O:24])[CH:5]=[CH:6][C:7]=1[F:8].CN(C)C=O.CC(C)([O-])C.[K+].[C:36]1([S:42](Cl)(=[O:44])=[O:43])[CH:41]=[CH:40][CH:39]=[CH:38][CH:37]=1. Given the product [N:22]1[CH:21]=[N:20][N:18]2[CH:19]=[C:14]([C:13]3[N:9]([C:4]4[CH:5]=[CH:6][C:7]([F:8])=[C:2]([Cl:1])[CH:3]=4)[C:10](=[O:24])[N:11]([S:42]([C:36]4[CH:41]=[CH:40][CH:39]=[CH:38][CH:37]=4)(=[O:44])=[O:43])[C:12]=3[CH3:23])[CH:15]=[CH:16][C:17]=12, predict the reactants needed to synthesize it. (7) The reactants are: [F:1][C:2]([F:17])([F:16])[C:3]1[C:11]2[CH2:10][CH2:9][CH2:8][CH2:7][C:6]=2[N:5]([CH2:12][C:13]([OH:15])=O)[N:4]=1.C[N:19](C=O)C.O[N:24]=[C:25]([C:27]1C=NN2C(C(F)(F)F)=C[C:33]([C:40](F)(F)F)=[N:32][C:31]=12)[NH2:26].Cl.C(N=C=NCCCN(C)C)C.O.ON1C2C=CC=CC=2N=N1. Given the product [N:19]1[CH:40]=[CH:33][N:32]=[CH:31][C:27]=1[C:25]1[N:24]=[C:13]([CH2:12][N:5]2[C:6]3[CH2:7][CH2:8][CH2:9][CH2:10][C:11]=3[C:3]([C:2]([F:1])([F:17])[F:16])=[N:4]2)[O:15][N:26]=1, predict the reactants needed to synthesize it. (8) Given the product [CH3:35][O:34][C:32]([C:31]1[CH:44]([C:43]2[CH:46]=[CH:47][C:40]([N+:37]([O-:39])=[O:38])=[CH:41][CH:42]=2)[C:18]([C:17]([NH:16][CH2:15][CH2:14][CH2:13][N:10]2[CH2:9][CH2:8][C:7]([C:1]3[CH:6]=[CH:5][CH:4]=[CH:3][CH:2]=3)([C:23]3[CH:24]=[CH:25][CH:26]=[CH:27][CH:28]=3)[CH2:12][CH2:11]2)=[O:22])=[C:19]([CH3:21])[NH:29][C:30]=1[CH3:36])=[O:33], predict the reactants needed to synthesize it. The reactants are: [C:1]1([C:7]2([C:23]3[CH:28]=[CH:27][CH:26]=[CH:25][CH:24]=3)[CH2:12][CH2:11][N:10]([CH2:13][CH2:14][CH2:15][NH:16][C:17](=[O:22])[CH2:18][C:19]([CH3:21])=O)[CH2:9][CH2:8]2)[CH:6]=[CH:5][CH:4]=[CH:3][CH:2]=1.[NH2:29]/[C:30](/[CH3:36])=[CH:31]\[C:32]([O:34][CH3:35])=[O:33].[N+:37]([C:40]1[CH:47]=[CH:46][C:43]([CH:44]=O)=[CH:42][CH:41]=1)([O-:39])=[O:38]. (9) Given the product [F:26][C:2]1([F:1])[CH2:4][CH:3]1[CH2:5][N:6]1[C:14]2[C:9](=[N:10][C:11]([CH:15]3[CH2:16][CH:17]4[CH2:21][NH:20][CH2:19][CH:18]4[CH2:22]3)=[CH:12][CH:13]=2)[N:8]([CH3:23])[S:7]1(=[O:25])=[O:24], predict the reactants needed to synthesize it. The reactants are: [F:1][C:2]1([F:26])[CH2:4][CH:3]1[CH2:5][N:6]1[C:14]2[C:9](=[N:10][C:11]([C:15]3[CH2:16][CH:17]4[CH2:21][NH:20][CH2:19][CH:18]4[CH:22]=3)=[CH:12][CH:13]=2)[N:8]([CH3:23])[S:7]1(=[O:25])=[O:24]. (10) Given the product [CH2:61]([C@H:47]([NH:46][C:7]([C:6]1[CH:5]=[C:4]([C:2]([NH2:1])=[O:3])[CH:12]=[C:11]([C:13]([N:15]([CH2:19][CH2:20][CH3:21])[CH2:16][CH2:17][CH3:18])=[O:14])[CH:10]=1)=[O:8])[C@H:48]([OH:60])[CH2:49][NH:50][CH2:51][C:52]1[CH:57]=[CH:56][CH:55]=[C:54]([O:58][CH3:59])[CH:53]=1)[C:62]1[CH:67]=[CH:66][CH:65]=[CH:64][CH:63]=1, predict the reactants needed to synthesize it. The reactants are: [NH2:1][C:2]([C:4]1[CH:5]=[C:6]([CH:10]=[C:11]([C:13]([N:15]([CH2:19][CH2:20][CH3:21])[CH2:16][CH2:17][CH3:18])=[O:14])[CH:12]=1)[C:7](O)=[O:8])=[O:3].C1C=CC2N(O)N=NC=2C=1.C(N(CC)CC)C.FC(F)(F)C(O)=O.[NH2:46][C@@H:47]([CH2:61][C:62]1[CH:67]=[C:66](F)[CH:65]=[C:64](F)[CH:63]=1)[C@H:48]([OH:60])[CH2:49][NH:50][CH2:51][C:52]1[CH:57]=[CH:56][CH:55]=[C:54]([O:58][CH3:59])[CH:53]=1.